The task is: Predict which catalyst facilitates the given reaction.. This data is from Catalyst prediction with 721,799 reactions and 888 catalyst types from USPTO. (1) Reactant: [N:1]1([CH2:6][C:7]([N:9]2[C:18]3[C:13](=[CH:14][CH:15]=[C:16]([N+:19]([O-:21])=[O:20])[CH:17]=3)[CH2:12][CH2:11][CH2:10]2)=O)[CH:5]=[CH:4][N:3]=[CH:2]1.Cl.[OH-].[Na+]. Product: [N:1]1([CH2:6][CH2:7][N:9]2[C:18]3[C:13](=[CH:14][CH:15]=[C:16]([N+:19]([O-:21])=[O:20])[CH:17]=3)[CH2:12][CH2:11][CH2:10]2)[CH:5]=[CH:4][N:3]=[CH:2]1. The catalyst class is: 1. (2) Reactant: [CH2:1]([O:8][C:9]1[CH:10]=[CH:11][C:12]2[O:16][CH:15]=[CH:14][C:13]=2[C:17]=1Br)[C:2]1[CH:7]=[CH:6][CH:5]=[CH:4][CH:3]=1.[Li][CH2:20]CCC.[NH4+].[Cl-].O. Product: [CH2:1]([O:8][C:9]1[CH:10]=[CH:11][C:12]2[O:16][CH:15]=[CH:14][C:13]=2[C:17]=1[CH3:20])[C:2]1[CH:7]=[CH:6][CH:5]=[CH:4][CH:3]=1. The catalyst class is: 237. (3) Reactant: [CH3:1][CH2:2][O:3][C:4]([CH:6](P(OCC)(OCC)=O)[F:7])=[O:5].C([N-]C(C)C)(C)C.[Li+].[CH2:24]([O:27][C:28]1[C:29]([C:42](=O)[CH2:43][CH3:44])=[CH:30][C:31]2[C:32]([CH3:41])([CH3:40])[CH2:33][CH2:34][C:35]([CH3:39])([CH3:38])[C:36]=2[CH:37]=1)[CH2:25][CH3:26]. Product: [CH2:24]([O:27][C:28]1[C:29](/[C:42](/[CH2:43][CH3:44])=[C:6](/[F:7])\[C:4]([O:3][CH2:2][CH3:1])=[O:5])=[CH:30][C:31]2[C:32]([CH3:41])([CH3:40])[CH2:33][CH2:34][C:35]([CH3:39])([CH3:38])[C:36]=2[CH:37]=1)[CH2:25][CH3:26]. The catalyst class is: 1. (4) Reactant: C([O:8][C:9]([N:11]1[CH2:16][C@H:15]([C:17](=[O:19])[NH2:18])[N:14]([CH2:20][CH2:21][CH2:22][C:23]([N:25]2[CH2:32][CH2:31][C:28]3([CH2:30][CH2:29]3)[C@H:27]([OH:33])[CH2:26]2)=[O:24])[C:13](=[O:34])[C@@H:12]1[CH3:35])=O)C1C=CC=CC=1.[Cl:36][C:37]1[CH:42]=[C:41]([N:43]=C=O)[CH:40]=[CH:39][C:38]=1[C:46]([F:49])([F:48])[F:47]. Product: [Cl:36][C:37]1[CH:42]=[C:41]([NH:43][C:9]([N:11]2[C@@H:12]([CH3:35])[C:13](=[O:34])[N:14]([CH2:20][CH2:21][CH2:22][C:23]([N:25]3[CH2:32][CH2:31][C:28]4([CH2:30][CH2:29]4)[C@H:27]([OH:33])[CH2:26]3)=[O:24])[C@@H:15]([C:17]([NH2:18])=[O:19])[CH2:16]2)=[O:8])[CH:40]=[CH:39][C:38]=1[C:46]([F:48])([F:49])[F:47]. The catalyst class is: 45. (5) Reactant: [F:1][C@@H:2]1[CH2:4][C@H:3]1[C:5]([OH:7])=O.C(N1C=CN=C1)(N1C=CN=C1)=O.O[N:21]=[C:22]([NH2:33])[C:23]1[CH:28]=[CH:27][C:26]([CH3:29])=[C:25]([N+:30]([O-:32])=[O:31])[CH:24]=1. Product: [F:1][CH:2]1[CH2:4][CH:3]1[C:5]1[O:7][N:33]=[C:22]([C:23]2[CH:28]=[CH:27][C:26]([CH3:29])=[C:25]([N+:30]([O-:32])=[O:31])[CH:24]=2)[N:21]=1. The catalyst class is: 37.